Predict the reactants needed to synthesize the given product. From a dataset of Full USPTO retrosynthesis dataset with 1.9M reactions from patents (1976-2016). (1) Given the product [Br:7][C:8]1[CH:9]=[C:10]([N:11]2[CH2:2][CH2:3][NH:4][C:5]2=[O:6])[CH:12]=[CH:13][CH:14]=1, predict the reactants needed to synthesize it. The reactants are: Cl[CH2:2][CH2:3][N:4]=[C:5]=[O:6].[Br:7][C:8]1[CH:9]=[C:10]([CH:12]=[CH:13][CH:14]=1)[NH2:11].[H-].[Na+]. (2) Given the product [CH3:9][O:8][C:3]1[CH:4]=[CH:5][C:6]([N+:13]([O-:15])=[O:14])=[CH:7][C:2]=1[CH3:1], predict the reactants needed to synthesize it. The reactants are: [CH3:1][C:2]1[CH:7]=[CH:6][CH:5]=[CH:4][C:3]=1[O:8][CH3:9].ClCCl.[N+:13]([O-])([OH:15])=[O:14]. (3) The reactants are: [F:1][C:2]1[CH:7]=[C:6]([F:8])[CH:5]=[CH:4][C:3]=1[NH:9][C:10]([NH:12][C:13]1[CH:18]=[CH:17][C:16]([O:19][CH3:20])=[C:15]([C:21]2[NH:22][N:23]=[CH:24][CH:25]=2)[CH:14]=1)=[O:11].[Br:26]N1C(=O)CCC1=O.C([O-])(O)=O.[Na+].[O-]S([O-])(=S)=O.[Na+].[Na+]. Given the product [Br:26][C:25]1[CH:24]=[N:23][NH:22][C:21]=1[C:15]1[CH:14]=[C:13]([NH:12][C:10]([NH:9][C:3]2[CH:4]=[CH:5][C:6]([F:8])=[CH:7][C:2]=2[F:1])=[O:11])[CH:18]=[CH:17][C:16]=1[O:19][CH3:20], predict the reactants needed to synthesize it. (4) Given the product [Br:1][C:2]1[CH:7]=[CH:6][C:5]([C:19]2[CH:24]=[C:23]([CH3:25])[CH:22]=[C:21]([CH3:26])[CH:20]=2)=[C:4]([C:8]2[O:9][C:10]3[CH:16]=[CH:15][C:14]([CH3:17])=[CH:13][C:11]=3[N:12]=2)[CH:3]=1, predict the reactants needed to synthesize it. The reactants are: [Br:1][C:2]1[CH:3]=[C:4]([C:8]2[O:9][C:10]3[CH:16]=[CH:15][C:14]([CH3:17])=[CH:13][C:11]=3[N:12]=2)[CH:5]=[CH:6][CH:7]=1.I[C:19]1[CH:24]=[C:23]([CH3:25])[CH:22]=[C:21]([CH3:26])[CH:20]=1.FC(F)(F)C(O)=O. (5) Given the product [C:3]([C:7]1[N:12]=[C:11]([Cl:13])[C:10]([C:14]([OH:16])=[O:1])=[CH:9][CH:8]=1)([CH3:6])([CH3:5])[CH3:4], predict the reactants needed to synthesize it. The reactants are: [OH-:1].[K+].[C:3]([C:7]1[N:12]=[C:11]([Cl:13])[C:10]([C:14]#N)=[CH:9][CH:8]=1)([CH3:6])([CH3:5])[CH3:4].[OH2:16]. (6) Given the product [N+:9]([C:12]1[CH:20]=[CH:19][CH:18]=[CH:17][C:13]=1[C:14]([NH:6][C:5]1[CH:7]=[CH:8][C:2]([CH3:1])=[CH:3][CH:4]=1)=[O:15])([O-:11])=[O:10], predict the reactants needed to synthesize it. The reactants are: [CH3:1][C:2]1[CH:8]=[CH:7][C:5]([NH2:6])=[CH:4][CH:3]=1.[N+:9]([C:12]1[CH:20]=[CH:19][CH:18]=[CH:17][C:13]=1[C:14](Cl)=[O:15])([O-:11])=[O:10]. (7) Given the product [Cl:10][C:6]1[CH:5]=[C:4]([N+:11]([O-:13])=[O:12])[C:3]([O:2][CH3:1])=[CH:8][C:7]=1[N:24]1[CH2:23][CH2:22][N:21]([CH2:20][CH2:19][S:16]([CH3:15])(=[O:17])=[O:18])[CH2:26][CH2:25]1, predict the reactants needed to synthesize it. The reactants are: [CH3:1][O:2][C:3]1[CH:8]=[C:7](F)[C:6]([Cl:10])=[CH:5][C:4]=1[N+:11]([O-:13])=[O:12].Cl.[CH3:15][S:16]([CH2:19][CH2:20][N:21]1[CH2:26][CH2:25][NH:24][CH2:23][CH2:22]1)(=[O:18])=[O:17].C([O-])([O-])=O.[K+].[K+].CS(C)=O.